The task is: Predict which catalyst facilitates the given reaction.. This data is from Catalyst prediction with 721,799 reactions and 888 catalyst types from USPTO. (1) Reactant: [N:1]1[CH:6]=[CH:5][CH:4]=[C:3]([NH:7][C:8](=[O:14])[O:9][C:10]([CH3:13])([CH3:12])[CH3:11])[CH:2]=1.C([Li])(C)(C)C.[Sn:20](Cl)([CH2:29][CH2:30][CH2:31][CH3:32])([CH2:25][CH2:26][CH2:27][CH3:28])[CH2:21][CH2:22][CH2:23][CH3:24].O. Product: [CH2:29]([Sn:20]([CH2:21][CH2:22][CH2:23][CH3:24])([CH2:25][CH2:26][CH2:27][CH3:28])[C:4]1[CH:5]=[CH:6][N:1]=[CH:2][C:3]=1[NH:7][C:8](=[O:14])[O:9][C:10]([CH3:11])([CH3:13])[CH3:12])[CH2:30][CH2:31][CH3:32]. The catalyst class is: 1. (2) Reactant: [F:1][C:2]1[CH:7]=[C:6]([N+:8]([O-:10])=[O:9])[CH:5]=[CH:4][C:3]=1[CH:11](C(OC)=O)[C:12]([O:14][CH3:15])=[O:13].[Na+].[Cl-]. Product: [F:1][C:2]1[CH:7]=[C:6]([N+:8]([O-:10])=[O:9])[CH:5]=[CH:4][C:3]=1[CH2:11][C:12]([O:14][CH3:15])=[O:13]. The catalyst class is: 58. (3) Reactant: [NH2:1][C@@H:2]1[C:10]2[C:5](=[CH:6][CH:7]=[CH:8][CH:9]=2)[CH2:4][C@@H:3]1[OH:11].[C:12](OC(=O)C)(=[O:14])[CH3:13]. Product: [OH:11][C@@H:3]1[CH2:4][C:5]2[C:10](=[CH:9][CH:8]=[CH:7][CH:6]=2)[C@H:2]1[NH:1][C:12](=[O:14])[CH3:13]. The catalyst class is: 2. (4) Reactant: [Cl:1][C:2]1[CH:7]=[CH:6][CH:5]=[C:4]([F:8])[C:3]=1[CH2:9][NH:10][C@H:11]1[CH2:15][CH2:14][N:13]([C:16]([O:18][C:19]([CH3:22])([CH3:21])[CH3:20])=[O:17])[CH2:12]1.Br[CH2:24][C:25]([O:27][CH3:28])=[O:26].C(=O)([O-])O.[Na+].[I-].[K+]. Product: [Cl:1][C:2]1[CH:7]=[CH:6][CH:5]=[C:4]([F:8])[C:3]=1[CH2:9][N:10]([CH2:24][C:25]([O:27][CH3:28])=[O:26])[C@H:11]1[CH2:15][CH2:14][N:13]([C:16]([O:18][C:19]([CH3:22])([CH3:21])[CH3:20])=[O:17])[CH2:12]1. The catalyst class is: 10. (5) The catalyst class is: 1. Reactant: C[O:2][C:3]([C@H:5]1[CH2:10][CH2:9][C@H:8]([O:11][C:12]([N:14]2[CH2:18][C@@H:17]([N:19]([CH2:32][C:33]3[CH:38]=[C:37]([C:39]([F:42])([F:41])[F:40])[CH:36]=[C:35]([C:43]([F:46])([F:45])[F:44])[CH:34]=3)[C:20]3[N:25]=[CH:24][C:23]([C:26]4[CH:27]=[N:28][N:29]([CH3:31])[CH:30]=4)=[CH:22][N:21]=3)[CH2:16][C@H:15]2[CH2:47][CH3:48])=[O:13])[CH2:7][CH2:6]1)=[O:4].O.[OH-].[Li+].O.CO. Product: [C:3]([CH:5]1[CH2:10][CH2:9][CH:8]([O:11][C:12]([N:14]2[CH2:18][C@@H:17]([N:19]([CH2:32][C:33]3[CH:34]=[C:35]([C:43]([F:44])([F:45])[F:46])[CH:36]=[C:37]([C:39]([F:41])([F:42])[F:40])[CH:38]=3)[C:20]3[N:21]=[CH:22][C:23]([C:26]4[CH:27]=[N:28][N:29]([CH3:31])[CH:30]=4)=[CH:24][N:25]=3)[CH2:16][C@H:15]2[CH2:47][CH3:48])=[O:13])[CH2:7][CH2:6]1)([OH:4])=[O:2]. (6) Reactant: [CH3:1][C:2]([CH3:30])([CH2:8][C:9]1[CH:14]=[CH:13][CH:12]=[C:11]([C:15]2[S:16][CH:17]=[C:18]([CH2:20][O:21]COCC[Si](C)(C)C)[N:19]=2)[N:10]=1)[C:3]([O:5][CH2:6][CH3:7])=[O:4].Cl.[OH-].[Na+]. Product: [OH:21][CH2:20][C:18]1[N:19]=[C:15]([C:11]2[N:10]=[C:9]([CH2:8][C:2]([CH3:1])([CH3:30])[C:3]([O:5][CH2:6][CH3:7])=[O:4])[CH:14]=[CH:13][CH:12]=2)[S:16][CH:17]=1. The catalyst class is: 135. (7) Reactant: C1(C(=[N:14][C:15]2[N:20]=[CH:19][C:18]([CH:21]3[O:26][CH2:25][CH2:24][N:23]([C:27]([O:29][C:30]([CH3:33])([CH3:32])[CH3:31])=[O:28])[CH2:22]3)=[CH:17][C:16]=2[CH3:34])C2C=CC=CC=2)C=CC=CC=1.C([O-])=O.[NH4+]. Product: [NH2:14][C:15]1[N:20]=[CH:19][C:18]([CH:21]2[O:26][CH2:25][CH2:24][N:23]([C:27]([O:29][C:30]([CH3:32])([CH3:31])[CH3:33])=[O:28])[CH2:22]2)=[CH:17][C:16]=1[CH3:34]. The catalyst class is: 8. (8) Reactant: [Cl:1][C:2]1[CH:10]=[CH:9][C:8]([C:11]2[N:12]([C:22]([O:24][C:25]([CH3:28])([CH3:27])[CH3:26])=[O:23])[C:13]3[C:18]([CH:19]=2)=[CH:17][C:16]([CH:20]=O)=[CH:15][CH:14]=3)=[C:7]2[C:3]=1[CH2:4][NH:5][C:6]2=[O:29].[NH2:30][CH2:31][CH:32]([OH:34])[CH3:33].C(O[BH-](OC(=O)C)OC(=O)C)(=O)C.[Na+]. Product: [Cl:1][C:2]1[CH:10]=[CH:9][C:8]([C:11]2[N:12]([C:22]([O:24][C:25]([CH3:28])([CH3:26])[CH3:27])=[O:23])[C:13]3[C:18]([CH:19]=2)=[CH:17][C:16]([CH2:20][NH:30][CH2:31][CH:32]([OH:34])[CH3:33])=[CH:15][CH:14]=3)=[C:7]2[C:3]=1[CH2:4][NH:5][C:6]2=[O:29]. The catalyst class is: 4.